Dataset: Reaction yield outcomes from USPTO patents with 853,638 reactions. Task: Predict the reaction yield, written as a fraction of the theoretical maximum amount of product (1.0 means a 100% yield; for example, 0.34 means a 34% yield). (1) The reactants are [N+:1]([C:4]1[CH:5]=[C:6]([CH:11]=[CH:12][CH:13]=1)[C:7](=[N:9][OH:10])[NH2:8])([O-:3])=[O:2].[CH3:14][O:15][C:16]1[CH:21]=[CH:20][C:19]([CH2:22][C:23](=[O:29])[CH2:24]C(OC)=O)=[CH:18][CH:17]=1.C1(C)C=CC=CC=1. The catalyst is CCCCCCC. The product is [CH3:14][O:15][C:16]1[CH:21]=[CH:20][C:19]([CH2:22][C:23]([C:24]2[O:10][N:9]=[C:7]([C:6]3[CH:11]=[CH:12][CH:13]=[C:4]([N+:1]([O-:3])=[O:2])[CH:5]=3)[N:8]=2)=[O:29])=[CH:18][CH:17]=1. The yield is 0.850. (2) The reactants are [CH2:1]([N:3]1[CH2:8][CH2:7][N:6]([C:9]2[C:18]3[C:13](=[CH:14][CH:15]=[CH:16][CH:17]=3)[CH:12]=[C:11]([C:19]3[S:20][C:21]([CH2:25][CH2:26][O:27]CC4C=CC=CC=4)=[C:22]([CH3:24])[N:23]=3)[N:10]=2)[CH2:5][CH2:4]1)[CH3:2].[ClH:35]. The catalyst is C(O)C.[H][H].[OH-].[Pd+2].[OH-]. The product is [ClH:35].[ClH:35].[CH2:1]([N:3]1[CH2:8][CH2:7][N:6]([C:9]2[C:18]3[C:13](=[CH:14][CH:15]=[CH:16][CH:17]=3)[CH:12]=[C:11]([C:19]3[S:20][C:21]([CH2:25][CH2:26][OH:27])=[C:22]([CH3:24])[N:23]=3)[N:10]=2)[CH2:5][CH2:4]1)[CH3:2]. The yield is 0.270. (3) The reactants are CC(OC(/N=N/C(OC(C)C)=O)=O)C.[F:15][C:16]([F:25])([F:24])[CH:17]1[CH2:22][CH2:21][CH:20](O)[CH2:19][CH2:18]1.[F:26][C:27]([F:39])([F:38])[C:28]1[C:32]([C:33]([O:35][CH2:36][CH3:37])=[O:34])=[CH:31][NH:30][N:29]=1.C1C=CC(P(C2C=CC=CC=2)C2C=CC=CC=2)=CC=1. The product is [F:39][C:27]([F:26])([F:38])[C:28]1[C:32]([C:33]([O:35][CH2:36][CH3:37])=[O:34])=[CH:31][N:30]([CH:20]2[CH2:21][CH2:22][CH:17]([C:16]([F:25])([F:24])[F:15])[CH2:18][CH2:19]2)[N:29]=1. The catalyst is O1CCCC1. The yield is 0.780. (4) The reactants are [Si]([O:8][CH2:9][CH:10]1[O:14][N:13]=[C:12]([C:15]2[CH:20]=[CH:19][C:18]([C:21]3[CH:26]=[CH:25][C:24]([N:27]4[CH2:31][C@H:30]([CH2:32][NH:33][C:34](=[O:36])[CH3:35])[O:29][C:28]4=[O:37])=[CH:23][C:22]=3[F:38])=[CH:17][CH:16]=2)[CH2:11]1)(C(C)(C)C)(C)C.[F-].C([N+](CCCC)(CCCC)CCCC)CCC. The catalyst is O1CCCC1. The product is [F:38][C:22]1[CH:23]=[C:24]([N:27]2[CH2:31][C@H:30]([CH2:32][NH:33][C:34](=[O:36])[CH3:35])[O:29][C:28]2=[O:37])[CH:25]=[CH:26][C:21]=1[C:18]1[CH:19]=[CH:20][C:15]([C:12]2[CH2:11][CH:10]([CH2:9][OH:8])[O:14][N:13]=2)=[CH:16][CH:17]=1. The yield is 0.290. (5) The reactants are [NH2:1][C:2]1[N:3]=[CH:4][C:5]([O:8][C:9]2[C:10]3[C:14]([CH:15]=[C:16]([C:18]([O:20][CH2:21][CH3:22])=[O:19])[CH:17]=2)=[N:13][N:12]([CH2:23][CH3:24])[CH:11]=3)=[N:6][CH:7]=1.N1C=CC=CC=1.[CH3:31][S:32](Cl)(=[O:34])=[O:33].CO. The catalyst is ClCCl. The product is [CH2:23]([N:12]1[CH:11]=[C:10]2[C:14]([CH:15]=[C:16]([C:18]([O:20][CH2:21][CH3:22])=[O:19])[CH:17]=[C:9]2[O:8][C:5]2[CH:4]=[N:3][C:2]([NH:1][S:32]([CH3:31])(=[O:34])=[O:33])=[CH:7][N:6]=2)=[N:13]1)[CH3:24]. The yield is 0.520. (6) The reactants are [NH2:1][C:2]1[CH:10]=[CH:9][C:8]([Cl:11])=[CH:7][C:3]=1[C:4](O)=[O:5].[CH3:12][NH:13][CH:14]=O. The catalyst is O. The product is [Cl:11][C:8]1[CH:7]=[C:3]2[C:2](=[CH:10][CH:9]=1)[N:1]=[CH:12][N:13]([CH3:14])[C:4]2=[O:5]. The yield is 0.650.